This data is from Forward reaction prediction with 1.9M reactions from USPTO patents (1976-2016). The task is: Predict the product of the given reaction. (1) Given the reactants [CH3:1][C:2]1[CH:7]=[C:6]([CH3:8])[N:5]=[C:4]([N:9]2[CH2:16][CH:15]3[CH:11]([CH2:12][NH:13][CH2:14]3)[CH2:10]2)[N:3]=1.CC(O)=O.[F:21][C:22]1[CH:23]=[CH:24][C:25]([C:31]([F:34])([F:33])[F:32])=[C:26]([CH:30]=1)[C:27](O)=[O:28], predict the reaction product. The product is: [CH3:1][C:2]1[CH:7]=[C:6]([CH3:8])[N:5]=[C:4]([N:9]2[CH2:16][CH:15]3[CH:11]([CH2:12][N:13]([C:27]([C:26]4[CH:30]=[C:22]([F:21])[CH:23]=[CH:24][C:25]=4[C:31]([F:34])([F:32])[F:33])=[O:28])[CH2:14]3)[CH2:10]2)[N:3]=1. (2) Given the reactants [C:1]([C:4]1[S:8][C:7](B(O)O)=[CH:6][CH:5]=1)(=[O:3])[CH3:2].Br[C:13]1[CH:18]=[CH:17][C:16]([C:19]([F:22])([F:21])[F:20])=[CH:15][CH:14]=1, predict the reaction product. The product is: [F:20][C:19]([F:22])([F:21])[C:16]1[CH:17]=[CH:18][C:13]([C:7]2[S:8][C:4]([C:1](=[O:3])[CH3:2])=[CH:5][CH:6]=2)=[CH:14][CH:15]=1. (3) The product is: [C:1]1([CH2:7][CH2:8][N:9]2[CH2:14][CH2:13][CH2:12][C:11]3([NH:19][C:18](=[O:20])[C:17]4[CH:21]=[C:22](/[CH:25]=[CH:26]/[C:27]([NH:29][OH:30])=[O:28])[CH:23]=[CH:24][C:16]=4[O:15]3)[CH2:10]2)[CH:6]=[CH:5][CH:4]=[CH:3][CH:2]=1. Given the reactants [C:1]1([CH2:7][CH2:8][N:9]2[CH2:14][CH2:13][CH2:12][C:11]3([NH:19][C:18](=[O:20])[C:17]4[CH:21]=[C:22](/[CH:25]=[CH:26]/[C:27]([NH:29][O:30]C5CCCCO5)=[O:28])[CH:23]=[CH:24][C:16]=4[O:15]3)[CH2:10]2)[CH:6]=[CH:5][CH:4]=[CH:3][CH:2]=1.Cl.C(N1CCCC2(NC(=O)C3C=C(/C=C/C(O)=O)C=CC=3O2)C1)C1C=CC=CC=1, predict the reaction product. (4) Given the reactants [C:1]([P:5]([C:10]([CH3:13])([CH3:12])[CH3:11])[CH2:6][CH:7]=[CH:8][CH3:9])([CH3:4])([CH3:3])[CH3:2].CO.[Na+].[Na+].[Cl:18][Pd+2:19](Cl)(Cl)[Cl:20], predict the reaction product. The product is: [Pd:19]([Cl:20])[Cl:18].[C:10]([P:5]([C:1]([CH3:2])([CH3:4])[CH3:3])[CH2:6][CH:7]=[CH:8][CH3:9])([CH3:11])([CH3:12])[CH3:13].[C:10]([P:5]([C:1]([CH3:2])([CH3:4])[CH3:3])[CH2:6][CH:7]=[CH:8][CH3:9])([CH3:11])([CH3:12])[CH3:13]. (5) Given the reactants [C:1](C1C2C(=CC=CC=2)C=CC=1C)#[CH:2].BrC1C2C(=CC=CC=2)C=CC=1C.Br[C:27]1[C:36]2[C:31](=[CH:32][CH:33]=[CH:34][CH:35]=2)[CH:30]=[CH:29][C:28]=1[C:37]([O:39][CH2:40][CH3:41])=[O:38], predict the reaction product. The product is: [C:1]([C:27]1[C:36]2[C:31](=[CH:32][CH:33]=[CH:34][CH:35]=2)[CH:30]=[CH:29][C:28]=1[C:37]([O:39][CH2:40][CH3:41])=[O:38])#[CH:2]. (6) Given the reactants C([O:3][P:4]([CH2:9][CH2:10][NH:11][CH2:12][C:13]1[CH:22]=[CH:21][C:20]2[C:15](=[CH:16][CH:17]=[C:18]([O:23][CH:24]3[CH2:29][CH2:28][CH:27]([C:30]([CH3:33])([CH3:32])[CH3:31])[CH2:26][CH2:25]3)[CH:19]=2)[CH:14]=1)(=[O:8])[O:5]CC)C.Br[Si](C)(C)C, predict the reaction product. The product is: [C:30]([C@H:27]1[CH2:26][CH2:25][C@H:24]([O:23][C:18]2[CH:19]=[C:20]3[C:15](=[CH:16][CH:17]=2)[CH:14]=[C:13]([CH2:12][NH:11][CH2:10][CH2:9][P:4](=[O:3])([OH:8])[OH:5])[CH:22]=[CH:21]3)[CH2:29][CH2:28]1)([CH3:33])([CH3:31])[CH3:32].